Dataset: Full USPTO retrosynthesis dataset with 1.9M reactions from patents (1976-2016). Task: Predict the reactants needed to synthesize the given product. (1) Given the product [NH2:1][C:2]1[C:7]2=[C:8]([Br:24])[CH:9]=[C:10]([CH:11]([OH:38])[CH2:12][CH3:13])[N:6]2[N:5]=[CH:4][N:3]=1, predict the reactants needed to synthesize it. The reactants are: [NH2:1][C:2]1[C:7]2=[C:8]([Br:24])[CH:9]=[C:10]([CH:11]3CCN(C(OC(C)(C)C)=O)[CH2:13][CH2:12]3)[N:6]2[N:5]=[CH:4][N:3]=1.NC1C2=CC=C(C([OH:38])CC)N2N=CN=1. (2) The reactants are: C([O:8][C:9](=[O:52])[CH:10]([O:27][C:28](=[O:51])[C@H:29]([CH:48]([CH3:50])[CH3:49])[NH:30][C:31]([O:33][CH2:34][CH:35]1[C:47]2[C:42](=[CH:43][CH:44]=[CH:45][CH:46]=2)[C:41]2[C:36]1=[CH:37][CH:38]=[CH:39][CH:40]=2)=[O:32])[CH2:11][CH2:12][CH2:13][CH2:14][CH2:15][CH2:16][CH2:17][CH2:18][CH2:19][CH2:20][CH2:21][CH2:22][CH2:23][CH2:24][CH2:25][CH3:26])C1C=CC=CC=1. Given the product [C:31]([NH:30][C@H:29]([C:28]([O:27][CH:10]([CH2:11][CH2:12][CH2:13][CH2:14][CH2:15][CH2:16][CH2:17][CH2:18][CH2:19][CH2:20][CH2:21][CH2:22][CH2:23][CH2:24][CH2:25][CH3:26])[C:9]([OH:52])=[O:8])=[O:51])[CH:48]([CH3:49])[CH3:50])([O:33][CH2:34][CH:35]1[C:36]2[C:41](=[CH:40][CH:39]=[CH:38][CH:37]=2)[C:42]2[C:47]1=[CH:46][CH:45]=[CH:44][CH:43]=2)=[O:32], predict the reactants needed to synthesize it. (3) Given the product [ClH:19].[CH3:1][O:2][C:3]([C:5]1([NH2:11])[CH2:7][CH:6]1[CH2:8][CH2:9][CH3:10])=[O:4], predict the reactants needed to synthesize it. The reactants are: [CH3:1][O:2][C:3]([C:5]1([NH:11]C(OC(C)(C)C)=O)[CH2:7][CH:6]1[CH2:8][CH2:9][CH3:10])=[O:4].[ClH:19].O1CCOCC1. (4) Given the product [CH:1]1([CH2:4][N:5]2[C:13]3[CH2:12][CH2:11][N:10]([C:14](=[O:16])[CH3:15])[CH2:9][C:8]=3[C:7]([NH:17][C:18]3[CH:23]=[CH:22][CH:21]=[C:20]([C:43]4[CH:47]=[CH:46][N:45]([CH3:48])[N:44]=4)[CH:19]=3)=[N:6]2)[CH2:2][CH2:3]1, predict the reactants needed to synthesize it. The reactants are: [CH:1]1([CH2:4][N:5]2[C:13]3[CH2:12][CH2:11][N:10]([C:14](=[O:16])[CH3:15])[CH2:9][C:8]=3[C:7]([NH:17][C:18]3[CH:23]=[CH:22][CH:21]=[C:20](B4OC(C)(C)C(C)(C)O4)[CH:19]=3)=[N:6]2)[CH2:3][CH2:2]1.C([O-])([O-])=O.[Na+].[Na+].ClCCl.Br[C:43]1[CH:47]=[CH:46][N:45]([CH3:48])[N:44]=1. (5) Given the product [NH2:25][CH2:26][C:27]1[CH:32]=[CH:31][C:30]([C:21]2[S:20][C:14]3=[N:15][CH:16]=[C:17]([C:18]#[N:19])[C:12]([NH:11][C:7]4[CH:6]=[C:5]5[C:10](=[CH:9][CH:8]=4)[NH:2][CH:3]=[CH:4]5)=[C:13]3[CH:22]=2)=[CH:29][CH:28]=1, predict the reactants needed to synthesize it. The reactants are: Cl.[NH:2]1[C:10]2[C:5](=[CH:6][C:7]([NH:11][C:12]3[C:17]([C:18]#[N:19])=[CH:16][N:15]=[C:14]4[S:20][C:21](I)=[CH:22][C:13]=34)=[CH:8][CH:9]=2)[CH:4]=[CH:3]1.Cl.[NH2:25][CH2:26][C:27]1[CH:32]=[CH:31][C:30](B(O)O)=[CH:29][CH:28]=1. (6) Given the product [Cl:64][C:65]1[CH:66]=[C:1]2[C:72](=[C:73]([O:75][CH:76]([F:78])[F:77])[CH:74]=1)[S:71][CH2:70][CH2:3][C@:2]2([OH:5])[CH2:4][OH:27], predict the reactants needed to synthesize it. The reactants are: [CH3:1][C:2]([OH:5])([CH3:4])[CH3:3].CC[C@@H]1[C@@H]2C[C@H]([C@@H](OC3C4C(=CC=CC=4)C(O[C@@H](C4C=CN=C5C=4C=C(OC)C=C5)[C@@H]4N5C[C@H](CC)[C@@H](CC5)C4)=NN=3)C3C=CN=C4C=3C=C([O:27]C)C=C4)N(CC2)C1.[Cl:64][C:65]1[CH:66]=C2[C:72](=[C:73]([O:75][CH:76]([F:78])[F:77])[CH:74]=1)[S:71][CH2:70]CC2=C. (7) The reactants are: [CH2:1]([O:3][C:4]([C:6]1[CH:11]=[N:10][N:9]2[C:12]([CH:30]=[O:31])=[C:13]([CH2:21][C:22]3[CH:27]=[CH:26][CH:25]=[C:24]([F:28])[C:23]=3[CH3:29])[C:14]([C:15]3[CH:20]=[CH:19][CH:18]=[CH:17][CH:16]=3)=[C:8]2[C:7]=1[Cl:32])=[O:5])[CH3:2].C=C(C)C.C1C[O:40]CC1.P([O-])(O)(O)=O.[Na+].Cl([O-])=O.[Na+]. Given the product [Cl:32][C:7]1[C:8]2[N:9]([C:12]([C:30]([OH:40])=[O:31])=[C:13]([CH2:21][C:22]3[CH:27]=[CH:26][CH:25]=[C:24]([F:28])[C:23]=3[CH3:29])[C:14]=2[C:15]2[CH:20]=[CH:19][CH:18]=[CH:17][CH:16]=2)[N:10]=[CH:11][C:6]=1[C:4]([O:3][CH2:1][CH3:2])=[O:5], predict the reactants needed to synthesize it.